From a dataset of Reaction yield outcomes from USPTO patents with 853,638 reactions. Predict the reaction yield, written as a fraction of the theoretical maximum amount of product (1.0 means a 100% yield; for example, 0.34 means a 34% yield). (1) The reactants are [N:1]1[CH:2]=[CH:3][N:4]2[C:9]=1[CH:8]=[CH:7][C:6]([O:10][C:11]1[CH:12]=[C:13]([CH:18]=[CH:19][CH:20]=1)[C:14]([O:16]C)=[O:15])=[N:5]2.[OH-].[Na+].Cl. The catalyst is CO. The product is [N:1]1[CH:2]=[CH:3][N:4]2[C:9]=1[CH:8]=[CH:7][C:6]([O:10][C:11]1[CH:12]=[C:13]([CH:18]=[CH:19][CH:20]=1)[C:14]([OH:16])=[O:15])=[N:5]2. The yield is 0.660. (2) The reactants are [Cl:1][C:2]1[CH:10]=[C:9]2[C:5]([C:6]([C:11]([O:13]C)=[O:12])=[CH:7][NH:8]2)=[CH:4][C:3]=1[C:15]1[CH:20]=[CH:19][C:18]([O:21][CH3:22])=[C:17]([O:23][CH3:24])[CH:16]=1.CO.[OH-].[Na+].Cl. The catalyst is C(OCC)(=O)C.C(Cl)Cl. The product is [Cl:1][C:2]1[CH:10]=[C:9]2[C:5]([C:6]([C:11]([OH:13])=[O:12])=[CH:7][NH:8]2)=[CH:4][C:3]=1[C:15]1[CH:20]=[CH:19][C:18]([O:21][CH3:22])=[C:17]([O:23][CH3:24])[CH:16]=1. The yield is 0.240. (3) The reactants are [CH3:1][O:2][C:3]1[CH:4]=[C:5]2[C:10](=[CH:11][C:12]=1[O:13][CH2:14][C@@H:15]1[CH2:17][O:16]1)[N:9]=[CH:8][N:7]=[C:6]2[O:18][C:19]1[CH:20]=[C:21]2[C:25](=[CH:26][CH:27]=1)[NH:24][C:23]([CH3:28])=[CH:22]2.[CH:29]([NH2:32])([CH3:31])[CH3:30]. The catalyst is C1COCC1. The product is [OH:16][C@@H:15]([CH2:17][NH:32][CH:29]([CH3:31])[CH3:30])[CH2:14][O:13][C:12]1[CH:11]=[C:10]2[C:5]([C:6]([O:18][C:19]3[CH:20]=[C:21]4[C:25](=[CH:26][CH:27]=3)[NH:24][C:23]([CH3:28])=[CH:22]4)=[N:7][CH:8]=[N:9]2)=[CH:4][C:3]=1[O:2][CH3:1]. The yield is 0.730. (4) The reactants are C[N:2](C)[CH:3]=[C:4]([C:15]1[CH:20]=[CH:19][N:18]=[CH:17][CH:16]=1)[C:5]([C:7]1[CH:12]=[CH:11][C:10]([F:13])=[C:9]([F:14])[CH:8]=1)=O.C[N:23](C)C=C(C1C=CN=CC=1)C(C1C=CC(F)=CC=1)=O. No catalyst specified. The product is [F:14][C:9]1[CH:8]=[C:7]([C:5]2[C:4]([C:15]3[CH:20]=[CH:19][N:18]=[CH:17][CH:16]=3)=[CH:3][NH:2][N:23]=2)[CH:12]=[CH:11][C:10]=1[F:13]. The yield is 0.900. (5) The reactants are [NH2:1][C:2]1[C:3]([C:9]([NH:11][C@H:12]([C:14]2[CH:19]=[CH:18][C:17]([F:20])=[C:16]([F:21])[CH:15]=2)[CH3:13])=[O:10])=[N:4][C:5](Br)=[CH:6][N:7]=1.ClCCl.[CH3:25][N:26]1CCCC1=O. The catalyst is C(OCC)(=O)C.[C-]#N.[Zn+2].[C-]#N.C1C=CC(P(C2C=CC=CC=2)[C-]2C=CC=C2)=CC=1.C1C=CC(P(C2C=CC=CC=2)[C-]2C=CC=C2)=CC=1.Cl[Pd]Cl.[Fe+2]. The product is [F:21][C:16]1[CH:15]=[C:14]([C@@H:12]([NH:11][C:9]([C:3]2[C:2]([NH2:1])=[N:7][CH:6]=[C:5]([C:25]#[N:26])[N:4]=2)=[O:10])[CH3:13])[CH:19]=[CH:18][C:17]=1[F:20]. The yield is 0.620.